Dataset: Full USPTO retrosynthesis dataset with 1.9M reactions from patents (1976-2016). Task: Predict the reactants needed to synthesize the given product. (1) The reactants are: [Cl:1][C:2]1[N:7]=[C:6]2[S:8][C:9]([C:11]([O:13]C)=[O:12])=[CH:10][C:5]2=[N:4][CH:3]=1.[OH-].[Na+].O. Given the product [Cl:1][C:2]1[N:7]=[C:6]2[S:8][C:9]([C:11]([OH:13])=[O:12])=[CH:10][C:5]2=[N:4][CH:3]=1, predict the reactants needed to synthesize it. (2) The reactants are: [C:1]([O:5][C:6]([NH:8][C:9]([CH3:26])([CH3:25])[CH2:10][CH2:11][NH:12][C:13]1[CH:21]=[CH:20][C:16]([C:17]([OH:19])=[O:18])=[CH:15][C:14]=1[N+:22]([O-])=O)=[O:7])([CH3:4])([CH3:3])[CH3:2].[H][H]. Given the product [NH2:22][C:14]1[CH:15]=[C:16]([CH:20]=[CH:21][C:13]=1[NH:12][CH2:11][CH2:10][C:9]([NH:8][C:6]([O:5][C:1]([CH3:4])([CH3:3])[CH3:2])=[O:7])([CH3:26])[CH3:25])[C:17]([OH:19])=[O:18], predict the reactants needed to synthesize it.